This data is from Peptide-MHC class I binding affinity with 185,985 pairs from IEDB/IMGT. The task is: Regression. Given a peptide amino acid sequence and an MHC pseudo amino acid sequence, predict their binding affinity value. This is MHC class I binding data. (1) The peptide sequence is LLVPFVQWFV. The MHC is HLA-A11:01 with pseudo-sequence HLA-A11:01. The binding affinity (normalized) is 0.168. (2) The peptide sequence is NSNINVINY. The MHC is HLA-B39:01 with pseudo-sequence HLA-B39:01. The binding affinity (normalized) is 0.0847. (3) The peptide sequence is RPALVFDIT. The MHC is HLA-B07:02 with pseudo-sequence HLA-B07:02. The binding affinity (normalized) is 0.653. (4) The peptide sequence is NFGRVKVHF. The MHC is HLA-A24:03 with pseudo-sequence HLA-A24:03. The binding affinity (normalized) is 0.936.